This data is from Reaction yield outcomes from USPTO patents with 853,638 reactions. The task is: Predict the reaction yield, written as a fraction of the theoretical maximum amount of product (1.0 means a 100% yield; for example, 0.34 means a 34% yield). The reactants are [C:1]([O:5][C:6]([N:8](C(OC(C)(C)C)=O)[C:9]1[C:10]2[C:11]3[C:12](=[N:24][N:25]([CH2:27][C:28]4[C:33]([CH3:34])=[C:32]([O:35][CH3:36])[C:31]([CH3:37])=[CH:30][N:29]=4)[N:26]=2)[CH:13]=[C:14]([C:19]([O:21]CC)=[O:20])[C:15]=3[CH2:16][S:17][N:18]=1)=[O:7])([CH3:4])([CH3:3])[CH3:2].[OH-].[Na+].Cl. The catalyst is CO. The product is [C:1]([O:5][C:6]([NH:8][C:9]1[C:10]2[C:11]3[C:12](=[N:24][N:25]([CH2:27][C:28]4[C:33]([CH3:34])=[C:32]([O:35][CH3:36])[C:31]([CH3:37])=[CH:30][N:29]=4)[N:26]=2)[CH:13]=[C:14]([C:19]([OH:21])=[O:20])[C:15]=3[CH2:16][S:17][N:18]=1)=[O:7])([CH3:4])([CH3:3])[CH3:2]. The yield is 0.910.